This data is from Forward reaction prediction with 1.9M reactions from USPTO patents (1976-2016). The task is: Predict the product of the given reaction. (1) Given the reactants [Cl:1][C:2]1[CH:7]=[CH:6][C:5]([C:8]2([CH2:14][OH:15])[CH2:13][CH2:12][NH:11][CH2:10][CH2:9]2)=[CH:4][CH:3]=1.[H-].[Na+].F[C:19]1[CH:28]=[C:27]2[C:22]([C:23](=[O:29])[NH:24][CH:25]=[N:26]2)=[CH:21][CH:20]=1, predict the reaction product. The product is: [Cl:1][C:2]1[CH:7]=[CH:6][C:5]([C:8]2([CH2:14][OH:15])[CH2:13][CH2:12][N:11]([C:19]3[CH:28]=[C:27]4[C:22]([C:23](=[O:29])[NH:24][CH:25]=[N:26]4)=[CH:21][CH:20]=3)[CH2:10][CH2:9]2)=[CH:4][CH:3]=1. (2) Given the reactants Br[C:2]1[CH:7]=[CH:6][C:5](/[C:8](/[C:11]2[CH:12]=[CH:13][C:14]([NH:17][C:18](=[O:27])[C:19]3[C:24]([CH3:25])=[C:23]([F:26])[CH:22]=[N:21][CH:20]=3)=[N:15][CH:16]=2)=[CH:9]/[CH3:10])=[CH:4][CH:3]=1.[CH3:28][N:29](C=O)C, predict the reaction product. The product is: [C:28]([C:2]1[CH:7]=[CH:6][C:5](/[C:8](/[C:11]2[CH:12]=[CH:13][C:14]([NH:17][C:18](=[O:27])[C:19]3[C:24]([CH3:25])=[C:23]([F:26])[CH:22]=[N:21][CH:20]=3)=[N:15][CH:16]=2)=[CH:9]/[CH3:10])=[CH:4][CH:3]=1)#[N:29].